From a dataset of Reaction yield outcomes from USPTO patents with 853,638 reactions. Predict the reaction yield, written as a fraction of the theoretical maximum amount of product (1.0 means a 100% yield; for example, 0.34 means a 34% yield). (1) The reactants are [Cl:1][C:2]1[C:3]([O:12][C:13]2[CH:18]=[C:17]([O:19][CH2:20][CH2:21][O:22][CH3:23])[CH:16]=[CH:15][C:14]=2/[CH:24]=[CH:25]/[C:26](O)=[O:27])=[N:4][CH:5]=[C:6]([C:8]([F:11])([F:10])[F:9])[CH:7]=1.Cl.C(N=C=NCCCN(C)C)C.[F:41][C:42]1[CH:47]=[CH:46][C:45]([S:48]([NH2:51])(=[O:50])=[O:49])=[CH:44][CH:43]=1.Cl. The catalyst is C(#N)C.CN(C)C1C=CN=CC=1.C(OCC)(=O)C. The product is [Cl:1][C:2]1[C:3]([O:12][C:13]2[CH:18]=[C:17]([O:19][CH2:20][CH2:21][O:22][CH3:23])[CH:16]=[CH:15][C:14]=2/[CH:24]=[CH:25]/[C:26]([NH:51][S:48]([C:45]2[CH:44]=[CH:43][C:42]([F:41])=[CH:47][CH:46]=2)(=[O:50])=[O:49])=[O:27])=[N:4][CH:5]=[C:6]([C:8]([F:9])([F:11])[F:10])[CH:7]=1. The yield is 0.580. (2) The reactants are [CH3:1][CH:2]1[NH:7][CH:6]([CH3:8])[CH2:5][N:4]([CH2:9][C:10]2[CH:15]=[CH:14][C:13]([O:16][C:17]([F:20])([F:19])[F:18])=[CH:12][CH:11]=2)[CH2:3]1.[CH3:21][O:22][C:23](=[O:36])[CH2:24][C:25]1[CH:30]=[C:29]([S:31](Cl)(=[O:33])=[O:32])[CH:28]=[CH:27][C:26]=1[CH3:35].C([O-])([O-])=O.[K+].[K+]. The catalyst is C(#N)C. The product is [CH3:21][O:22][C:23](=[O:36])[CH2:24][C:25]1[CH:30]=[C:29]([S:31]([N:7]2[CH:6]([CH3:8])[CH2:5][N:4]([CH2:9][C:10]3[CH:15]=[CH:14][C:13]([O:16][C:17]([F:19])([F:20])[F:18])=[CH:12][CH:11]=3)[CH2:3][CH:2]2[CH3:1])(=[O:32])=[O:33])[CH:28]=[CH:27][C:26]=1[CH3:35]. The yield is 0.500.